Dataset: Catalyst prediction with 721,799 reactions and 888 catalyst types from USPTO. Task: Predict which catalyst facilitates the given reaction. (1) Reactant: [F:1][C:2]1[CH:3]=[CH:4][C:5]([C@@H:8]2[CH2:12][NH:11][CH2:10][C@H:9]2[C:13]([O:15][CH3:16])=[O:14])=[N:6][CH:7]=1.[CH3:17][C:18]([O:21][C:22](O[C:22]([O:21][C:18]([CH3:20])([CH3:19])[CH3:17])=[O:23])=[O:23])([CH3:20])[CH3:19].C(N(CC)CC)C. Product: [F:1][C:2]1[CH:3]=[CH:4][C:5]([C@@H:8]2[CH2:12][N:11]([C:22]([O:21][C:18]([CH3:20])([CH3:19])[CH3:17])=[O:23])[CH2:10][C@H:9]2[C:13]([O:15][CH3:16])=[O:14])=[N:6][CH:7]=1. The catalyst class is: 46. (2) Reactant: [CH3:1][C:2]1[C:12]([O:13][CH3:14])=[CH:11][C:5]2[NH:6][C:7](=[O:10])[CH2:8][O:9][C:4]=2[CH:3]=1.[H-].[Na+].Br[CH2:18][C:19]([O:21]CC)=[O:20].[OH-].[Na+]. Product: [CH3:1][C:2]1[C:12]([O:13][CH3:14])=[CH:11][C:5]2[N:6]([CH2:18][C:19]([OH:21])=[O:20])[C:7](=[O:10])[CH2:8][O:9][C:4]=2[CH:3]=1. The catalyst class is: 827. (3) The catalyst class is: 258. Product: [CH3:9][O:8][C:7]1[C:2]([NH:1][C:23]2[N:28]=[C:27]([NH:29][CH3:30])[C:26]([C:31]([F:34])([F:32])[F:33])=[CH:25][N:24]=2)=[CH:3][C:4]([C:18]([F:21])([F:20])[F:19])=[C:5]([C:10]([N:12]2[CH2:13][CH2:14][O:15][CH2:16][CH2:17]2)=[O:11])[CH:6]=1. Reactant: [NH2:1][C:2]1[C:7]([O:8][CH3:9])=[CH:6][C:5]([C:10]([N:12]2[CH2:17][CH2:16][O:15][CH2:14][CH2:13]2)=[O:11])=[C:4]([C:18]([F:21])([F:20])[F:19])[CH:3]=1.Cl[C:23]1[N:28]=[C:27]([NH:29][CH3:30])[C:26]([C:31]([F:34])([F:33])[F:32])=[CH:25][N:24]=1.C1(C)C=CC(S(O)(=O)=O)=CC=1.C(=O)(O)[O-].[Na+]. (4) Reactant: FC(F)(F)S(O[CH2:7][C:8]([F:11])([F:10])[F:9])(=O)=O.[Br:14][C:15]1[CH:16]=[C:17]2[C:22](=[CH:23][C:24]=1[CH2:25][N:26]1[CH2:31][CH2:30][NH:29][CH2:28][CH2:27]1)[N:21]=[CH:20][N:19]([CH2:32][C:33]1[CH:38]=[C:37]([Cl:39])[CH:36]=[CH:35][C:34]=1[S:40]([CH2:43][CH3:44])(=[O:42])=[O:41])[C:18]2=[O:45].CCN(C(C)C)C(C)C.O. Product: [Br:14][C:15]1[CH:16]=[C:17]2[C:22](=[CH:23][C:24]=1[CH2:25][N:26]1[CH2:27][CH2:28][N:29]([CH2:7][C:8]([F:9])([F:10])[F:11])[CH2:30][CH2:31]1)[N:21]=[CH:20][N:19]([CH2:32][C:33]1[CH:38]=[C:37]([Cl:39])[CH:36]=[CH:35][C:34]=1[S:40]([CH2:43][CH3:44])(=[O:41])=[O:42])[C:18]2=[O:45]. The catalyst class is: 774. (5) Reactant: C(OC([N:6]1[C:10]([NH:11][C:12](=[O:31])[C:13]2[CH:18]=[CH:17][CH:16]=[CH:15][C:14]=2[CH2:19][N:20]2C(=O)C3C(=CC=CC=3)C2=O)=[C:9]2[CH2:32][N:33]([S:37]([C:40]3[CH:45]=[C:44]([F:46])[CH:43]=[C:42]([F:47])[CH:41]=3)(=[O:39])=[O:38])[C:34]([CH3:36])([CH3:35])[C:8]2=[N:7]1)=O)C.O.NN. Product: [NH2:20][CH2:19][C:14]1[CH:15]=[CH:16][CH:17]=[CH:18][C:13]=1[C:12]([NH:11][C:10]1[C:9]2[CH2:32][N:33]([S:37]([C:40]3[CH:45]=[C:44]([F:46])[CH:43]=[C:42]([F:47])[CH:41]=3)(=[O:39])=[O:38])[C:34]([CH3:36])([CH3:35])[C:8]=2[NH:7][N:6]=1)=[O:31]. The catalyst class is: 138. (6) Reactant: [F:1][C:2]([F:13])([C:6]1[CH:11]=[CH:10][C:9]([CH3:12])=[CH:8][CH:7]=1)[C:3]([NH2:5])=O.C(N(CC)CC)C.C(OC(C(F)(F)F)=O)(C(F)(F)F)=O. Product: [F:1][C:2]([F:13])([C:6]1[CH:11]=[CH:10][C:9]([CH3:12])=[CH:8][CH:7]=1)[C:3]#[N:5]. The catalyst class is: 2. (7) Reactant: CC(C)([O-])C.[K+].[CH:7]1[C:23]2[CH2:22][C@H:21]3[N:24]([CH2:26][CH2:27][C@@:13]45[C@H:20]3[CH:19]=[CH:18][C@H:16]([OH:17])[C@@H:14]4[O:15][C:11]([C:12]=25)=[C:9]([OH:10])[CH:8]=1)[CH3:25].CO.[NH4+].[OH-].Cl. Product: [CH3:25][N:24]1[C@@H:21]2[CH2:22][C:23]3=[CH:7][CH:8]=[C:9]([OH:10])[C:11]4[O:15][C@H:14]5[C:16]([CH2:18][CH2:19][C@@H:20]2[C@:13]5([C:12]=43)[CH2:27][CH2:26]1)=[O:17]. The catalyst class is: 8.